Dataset: Forward reaction prediction with 1.9M reactions from USPTO patents (1976-2016). Task: Predict the product of the given reaction. (1) Given the reactants [C:1]1([C:7]2[C:11]3[C:12]([O:16][CH2:17][CH:18]4[CH2:23][CH2:22][NH:21][CH2:20][CH2:19]4)=[N:13][N:14]=[CH:15][C:10]=3[O:9][N:8]=2)[CH:6]=[CH:5][CH:4]=[CH:3][CH:2]=1.[C:24]1([C:30]2[CH:34]=[C:33]([CH:35]=O)[O:32][N:31]=2)[CH:29]=[CH:28][CH:27]=[CH:26][CH:25]=1, predict the reaction product. The product is: [C:1]1([C:7]2[C:11]3[C:12]([O:16][CH2:17][CH:18]4[CH2:23][CH2:22][N:21]([CH2:35][C:33]5[O:32][N:31]=[C:30]([C:24]6[CH:25]=[CH:26][CH:27]=[CH:28][CH:29]=6)[CH:34]=5)[CH2:20][CH2:19]4)=[N:13][N:14]=[CH:15][C:10]=3[O:9][N:8]=2)[CH:2]=[CH:3][CH:4]=[CH:5][CH:6]=1. (2) The product is: [I:1][C:2]1[CH:3]=[CH:4][C:5]2[NH:11][C:10](=[S:12])[CH:9]([NH:13][C:14](=[O:23])[O:15][C:31]([CH3:34])([CH3:33])[CH3:32])[N:8]=[C:7]([C:24]3[CH:29]=[CH:28][CH:27]=[CH:26][CH:25]=3)[C:6]=2[CH:30]=1. Given the reactants [I:1][C:2]1[CH:3]=[CH:4][C:5]2[NH:11][C:10](=[S:12])[CH:9]([NH:13][C:14](=[O:23])[O:15]CC3C=CC=CC=3)[N:8]=[C:7]([C:24]3[CH:29]=[CH:28][CH:27]=[CH:26][CH:25]=3)[C:6]=2[CH:30]=1.[CH:31]([CH3:34])([CH3:33])[CH3:32], predict the reaction product. (3) Given the reactants [Cl:1][C:2]1[C:7]([C:8]([OH:10])=O)=[C:6]([NH:11][C:12]2[CH:17]=[CH:16][C:15]([F:18])=[CH:14][CH:13]=2)[C:5]([N+:19]([O-:21])=[O:20])=[CH:4][CH:3]=1.O=P(Cl)(Cl)Cl, predict the reaction product. The product is: [Cl:1][C:2]1[C:7]2[C:8](=[O:10])[C:17]3[C:12](=[CH:13][CH:14]=[C:15]([F:18])[CH:16]=3)[NH:11][C:6]=2[C:5]([N+:19]([O-:21])=[O:20])=[CH:4][CH:3]=1. (4) Given the reactants [O:1]=[C:2]1[C:11]2[NH:12][CH:13]=[CH:14][C:10]=2[C:9]2[CH:8]=[CH:7][CH:6]=[CH:5][C:4]=2[NH:3]1.[CH2:15]([C:17]([O-:19])=[O:18])[CH3:16].C(O)(=O)C.[I:24]I, predict the reaction product. The product is: [I:24][C:7]1[CH:6]=[CH:5][C:4]2[NH:3][C:2](=[O:1])[C:11]3[NH:12][CH:13]=[CH:14][C:10]=3[C:9]=2[CH:8]=1.[CH2:15]([C:17]([O-:19])=[O:18])[CH3:16]. (5) Given the reactants [CH2:1]([C:3]1[CH:4]=[C:5]([C:11]2[S:15][C:14]([C:16]3[S:20][C:19]([CH:21]=[O:22])=[C:18]([CH3:23])[CH:17]=3)=[N:13][N:12]=2)[CH:6]=[C:7]([CH3:10])[C:8]=1[OH:9])[CH3:2].C([O-])([O-])=O.[K+].[K+].Br[CH2:31][CH2:32][O:33][Si](C(C)(C)C)(C)C.Cl, predict the reaction product. The product is: [CH2:1]([C:3]1[CH:4]=[C:5]([C:11]2[S:15][C:14]([C:16]3[S:20][C:19]([CH:21]=[O:22])=[C:18]([CH3:23])[CH:17]=3)=[N:13][N:12]=2)[CH:6]=[C:7]([CH3:10])[C:8]=1[O:9][CH2:31][CH2:32][OH:33])[CH3:2]. (6) Given the reactants [OH:1][CH:2]([CH2:14][C:15]1[CH:20]=[CH:19][CH:18]=[CH:17][CH:16]=1)[CH2:3][CH2:4][N:5]([CH3:13])[C:6](=[O:12])[O:7][C:8]([CH3:11])([CH3:10])[CH3:9].[Cl:21][C:22]1[CH:29]=[CH:28][C:25]([C:26]#[N:27])=[C:24](F)[CH:23]=1, predict the reaction product. The product is: [Cl:21][C:22]1[CH:23]=[CH:24][C:25]([C:26]#[N:27])=[C:28]([CH:29]=1)[O:1][CH:2]([CH2:14][C:15]1[CH:16]=[CH:17][CH:18]=[CH:19][CH:20]=1)[CH2:3][CH2:4][N:5]([CH3:13])[C:6](=[O:12])[O:7][C:8]([CH3:11])([CH3:10])[CH3:9].